Dataset: Full USPTO retrosynthesis dataset with 1.9M reactions from patents (1976-2016). Task: Predict the reactants needed to synthesize the given product. (1) Given the product [Cl:5][C:6]1[C:11]([C:12]([F:15])([F:14])[F:13])=[CH:10][C:9]2[NH:17][C:2]([NH2:3])=[N:20][C:8]=2[CH:7]=1, predict the reactants needed to synthesize it. The reactants are: Br[C:2]#[N:3].O.[Cl:5][C:6]1[C:11]([C:12]([F:15])([F:14])[F:13])=[C:10](N)[C:9]([NH2:17])=[CH:8][CH:7]=1.C(#[N:20])C. (2) Given the product [CH:16]1([C@H:8]([NH:9][S@:10]([C:12]([CH3:15])([CH3:14])[CH3:13])=[O:11])[C:5]2[CH:6]=[CH:7][C:2]([P:44]([CH3:43])(=[O:48])[O:45][CH2:46][CH3:47])=[CH:3][CH:4]=2)[CH2:21][CH2:20][CH2:19][CH2:18][CH2:17]1, predict the reactants needed to synthesize it. The reactants are: Br[C:2]1[CH:7]=[CH:6][C:5]([C@H:8]([CH:16]2[CH2:21][CH2:20][CH2:19][CH2:18][CH2:17]2)[NH:9][S@:10]([C:12]([CH3:15])([CH3:14])[CH3:13])=[O:11])=[CH:4][CH:3]=1.BrC1C=CC(C(CC(C)([S@@](N)=O)C)C2CCCCC2)=CC=1.[CH3:43][PH:44]([O-])([O-:48])[O:45][CH2:46][CH3:47].CCN(CC)CC.